From a dataset of Catalyst prediction with 721,799 reactions and 888 catalyst types from USPTO. Predict which catalyst facilitates the given reaction. (1) The catalyst class is: 3. Reactant: ClC1C(Cl)=CC=CC=1N[C:10]([N:12]1[CH2:17][CH2:16][N:15]2[C:18](=[O:31])[N:19]([C@H:22]3[CH2:24][C@@H:23]3[C:25]3[CH:30]=[CH:29][CH:28]=[CH:27][CH:26]=3)[C:20](=[O:21])[C@@H:14]2[CH2:13]1)=[O:11].Cl.[C:33]1([C@H:39]2[CH2:41][C@@H:40]2N2C(=O)[C@@H]3CNCCN3C2=O)C=CC=CC=1.CC1(C(O)=O)CC1.CCN(C(C)C)C(C)C.CN(C(ON1N=NC2C=CC=CC1=2)=[N+](C)C)C.[B-](F)(F)(F)F. Product: [CH3:33][C:39]1([C:10]([N:12]2[CH2:17][CH2:16][N:15]3[C:18](=[O:31])[N:19]([C@H:22]4[CH2:24][C@@H:23]4[C:25]4[CH:30]=[CH:29][CH:28]=[CH:27][CH:26]=4)[C:20](=[O:21])[C@@H:14]3[CH2:13]2)=[O:11])[CH2:41][CH2:40]1. (2) Reactant: [F:1][C:2]1[CH:38]=[CH:37][C:5]([CH2:6][NH:7][C:8]([C:10]2[C:18]3[C:13](=[CH:14][C:15]([C:19]([NH:21][CH2:22][C:23]([OH:26])([CH3:25])[CH3:24])=O)=[CH:16][CH:17]=3)[N:12]([CH2:27][C:28]3[CH:33]=[CH:32][CH:31]=[CH:30][N:29]=3)[C:11]=2[CH:34]([CH3:36])[CH3:35])=[O:9])=[CH:4][CH:3]=1.C(N1C2C(=CC=C(C(NCC(O)(C)C)=O)C=2)C(C(NCC2C=CC(F)=C(F)C=2)=O)=C1C(C)C)C1C=CC=CC=1.O=P12OP3(OP(OP(O3)(O1)=O)(=O)O2)=O. Product: [CH3:25][C:23]1([CH3:24])[O:26][C:19]([C:15]2[CH:14]=[C:13]3[C:18]([C:10]([C:8]([NH:7][CH2:6][C:5]4[CH:4]=[CH:3][C:2]([F:1])=[CH:38][CH:37]=4)=[O:9])=[C:11]([CH:34]([CH3:36])[CH3:35])[N:12]3[CH2:27][C:28]3[CH:33]=[CH:32][CH:31]=[CH:30][N:29]=3)=[CH:17][CH:16]=2)=[N:21][CH2:22]1. The catalyst class is: 48. (3) Reactant: [OH-:1].[Na+].Cl.[F:4][C:5]1[C:6]([C:13](=[NH:15])[NH2:14])=[N:7][CH:8]=[C:9]([O:11][CH3:12])[CH:10]=1.Cl.[OH2:17]. Product: [F:4][C:5]1[C:6]([C:13]2[NH:14][C:9](=[O:11])[CH:10]=[C:5]([C:6]([OH:17])=[O:1])[N:15]=2)=[N:7][CH:8]=[C:9]([O:11][CH3:12])[CH:10]=1. The catalyst class is: 8. (4) Reactant: CC(C)=[O:3].OS(O)(=O)=O.O=[Cr](=O)=O.[N+:14]([C:17]1[CH:22]=[CH:21][CH:20]=[CH:19][C:18]=1[C:23]1[CH:27]=[CH:26][S:25][C:24]=1[CH:28]=[O:29])([O-:16])=[O:15].C(O)(C)C. Product: [N+:14]([C:17]1[CH:22]=[CH:21][CH:20]=[CH:19][C:18]=1[C:23]1[CH:27]=[CH:26][S:25][C:24]=1[C:28]([OH:3])=[O:29])([O-:16])=[O:15]. The catalyst class is: 21. (5) Reactant: [F:1][C:2]1[CH:3]=[C:4]([C:22]2[C:23]([C:28]#[N:29])=[CH:24][CH:25]=[CH:26][CH:27]=2)[CH:5]=[CH:6][C:7]=1[CH2:8][C:9]1[C:10](=[O:21])[NH:11][C:12]2[N:13]([N:18]=[CH:19][N:20]=2)[C:14]=1[CH2:15][CH2:16][CH3:17].[C:30]1(B(O)O)[CH:35]=[CH:34][CH:33]=[CH:32][CH:31]=1.C(N(CC)CC)C.N1C=CC=CC=1. Product: [F:1][C:2]1[CH:3]=[C:4]([C:22]2[C:23]([C:28]#[N:29])=[CH:24][CH:25]=[CH:26][CH:27]=2)[CH:5]=[CH:6][C:7]=1[CH2:8][C:9]1[C:10](=[O:21])[N:11]([C:30]2[CH:35]=[CH:34][CH:33]=[CH:32][CH:31]=2)[C:12]2[N:13]([N:18]=[CH:19][N:20]=2)[C:14]=1[CH2:15][CH2:16][CH3:17]. The catalyst class is: 560. (6) The catalyst class is: 2. Reactant: C(OC([N:8]1[CH2:13][CH2:12][CH:11]([O:14][C:15]2[CH:20]=[CH:19][C:18]([N+:21]([O-:23])=[O:22])=[CH:17][CH:16]=2)[CH2:10][CH2:9]1)=O)(C)(C)C.C(O)(C(F)(F)F)=O. Product: [N+:21]([C:18]1[CH:19]=[CH:20][C:15]([O:14][CH:11]2[CH2:10][CH2:9][NH:8][CH2:13][CH2:12]2)=[CH:16][CH:17]=1)([O-:23])=[O:22]. (7) Reactant: [F:1][C:2]([F:35])([F:34])[C:3]1[CH:4]=[CH:5][C:6]([NH:9][C:10]([C:12]2[C:16]([CH3:17])=[C:15]([C:18]3[CH:23]=[CH:22][C:21]([O:24]C)=[CH:20][CH:19]=3)[N:14]([C:26]3[CH:31]=[CH:30][C:29]([Cl:32])=[CH:28][C:27]=3[Cl:33])[N:13]=2)=[O:11])=[N:7][CH:8]=1.B(Br)(Br)Br. Product: [F:35][C:2]([F:1])([F:34])[C:3]1[CH:4]=[CH:5][C:6]([NH:9][C:10]([C:12]2[C:16]([CH3:17])=[C:15]([C:18]3[CH:23]=[CH:22][C:21]([OH:24])=[CH:20][CH:19]=3)[N:14]([C:26]3[CH:31]=[CH:30][C:29]([Cl:32])=[CH:28][C:27]=3[Cl:33])[N:13]=2)=[O:11])=[N:7][CH:8]=1. The catalyst class is: 4.